Predict which catalyst facilitates the given reaction. From a dataset of Catalyst prediction with 721,799 reactions and 888 catalyst types from USPTO. (1) Reactant: [CH3:1][C:2]1[C:15]2[C:6](=[CH:7][N:8]=[C:9]3[C:14]=2[C:13](=O)[CH2:12][CH:11]=[CH:10]3)[CH:5]=[CH:4][CH:3]=1.P(Cl)(Cl)(Cl)(Cl)[Cl:18].P(Cl)(Cl)(Cl)=O. Product: [Cl:18][C:7]1[N:8]=[C:9]2[C:14](=[C:15]3[C:6]=1[CH:5]=[CH:4][CH:3]=[C:2]3[CH3:1])[CH:13]=[CH:12][CH:11]=[CH:10]2. The catalyst class is: 11. (2) Reactant: [C:1](Cl)(=[O:8])[C:2]1[CH:7]=[CH:6][CH:5]=[CH:4][CH:3]=1.[OH-].[Na+].[CH:12]1[C:24]2[CH:23]([CH2:25][O:26][C:27]([NH:29][C@@H:30]([CH2:34][CH2:35][NH2:36])[C:31]([OH:33])=[O:32])=[O:28])[C:22]3[C:17](=[CH:18][CH:19]=[CH:20][CH:21]=3)[C:16]=2[CH:15]=[CH:14][CH:13]=1. Product: [CH:21]1[C:22]2[CH:23]([CH2:25][O:26][C:27]([NH:29][C@@H:30]([CH2:34][CH2:35][NH:36][C:1](=[O:8])[C:2]3[CH:7]=[CH:6][CH:5]=[CH:4][CH:3]=3)[C:31]([OH:33])=[O:32])=[O:28])[C:24]3[C:16](=[CH:15][CH:14]=[CH:13][CH:12]=3)[C:17]=2[CH:18]=[CH:19][CH:20]=1. The catalyst class is: 1. (3) Reactant: [F:1][C:2]1[CH:7]=[CH:6][C:5](I)=[CH:4][CH:3]=1.[Br:9][C:10]1[CH:15]=[CH:14][C:13](B(O)O)=[CH:12][CH:11]=1.[F-].C([N+](CCCC)(CCCC)CCCC)CCC. Product: [Br:9][C:10]1[CH:15]=[CH:14][C:13]([C:5]2[CH:6]=[CH:7][C:2]([F:1])=[CH:3][CH:4]=2)=[CH:12][CH:11]=1. The catalyst class is: 140. (4) Reactant: [Br:1][CH2:2][C:3]1[O:7][N:6]=[C:5]([C:8]([OH:10])=O)[CH:4]=1.C1(N=C=NC2CCCCC2)CCCCC1.[NH2:26][C@@H:27]([CH3:44])[CH2:28][N:29]1[CH:33]=[CH:32][C:31]([C:34]2[CH:41]=[C:40]([F:42])[C:37]([C:38]#[N:39])=[C:36]([Cl:43])[CH:35]=2)=[N:30]1.C(N(CC)CC)C. Product: [Br:1][CH2:2][C:3]1[O:7][N:6]=[C:5]([C:8]([NH:26][C@@H:27]([CH3:44])[CH2:28][N:29]2[CH:33]=[CH:32][C:31]([C:34]3[CH:41]=[C:40]([F:42])[C:37]([C:38]#[N:39])=[C:36]([Cl:43])[CH:35]=3)=[N:30]2)=[O:10])[CH:4]=1. The catalyst class is: 168. (5) Reactant: [Li]CCCC.C(#N)C.[Li].C(#N)C.[CH3:13][C:14]1([S:17][CH2:16]1)[CH3:15].[OH-:18].[Na+].[CH2:20]1[CH2:24][O:23]CC1. Product: [SH:17][C:14]([CH3:13])([CH3:15])[CH2:16][CH2:20][C:24]([OH:18])=[O:23]. The catalyst class is: 97.